Dataset: CYP2D6 inhibition data for predicting drug metabolism from PubChem BioAssay. Task: Regression/Classification. Given a drug SMILES string, predict its absorption, distribution, metabolism, or excretion properties. Task type varies by dataset: regression for continuous measurements (e.g., permeability, clearance, half-life) or binary classification for categorical outcomes (e.g., BBB penetration, CYP inhibition). Dataset: cyp2d6_veith. (1) The drug is CC(=O)Nc1ccccc1C(=O)C(=O)Nc1ccc(F)cc1. The result is 0 (non-inhibitor). (2) The drug is Cc1ccc(-c2csc(Cc3nc(-c4cc5ccccc5oc4=O)cs3)n2)cc1. The result is 0 (non-inhibitor).